The task is: Predict the reactants needed to synthesize the given product.. This data is from Full USPTO retrosynthesis dataset with 1.9M reactions from patents (1976-2016). Given the product [CH2:45]([O:44][C:42](=[O:43])/[CH:1]=[C:2](/[CH3:3])\[C:6]#[C:7][C:8]1[CH:9]=[C:10]([Cl:15])[CH:11]=[C:12]([Cl:14])[CH:13]=1)[CH3:46], predict the reactants needed to synthesize it. The reactants are: [CH3:1]/[C:2](/[C:6]#[C:7][C:8]1[CH:13]=[C:12]([Cl:14])[CH:11]=[C:10]([Cl:15])[CH:9]=1)=[CH:3]\CO.C1(P(C2C=CC=CC=2)C2C=CC=CC=2)C=CC=CC=1.N([C:42]([O:44][CH2:45][CH3:46])=[O:43])=N[C:42]([O:44][CH2:45][CH3:46])=[O:43].C(OC(=O)[C@@H](OCC)CC1C=CC(O)=CC=1)C.